This data is from Full USPTO retrosynthesis dataset with 1.9M reactions from patents (1976-2016). The task is: Predict the reactants needed to synthesize the given product. The reactants are: [C:1]12([O:21][CH2:20][CH2:19][O:18]1)[C:10]1[C:5](=[CH:6][CH:7]=[CH:8][CH:9]=1)[CH2:4][C@@H:3]([CH:11]=[CH:12][C:13]([O:15][CH2:16][CH3:17])=[O:14])[CH2:2]2. Given the product [C:1]12([O:18][CH2:19][CH2:20][O:21]1)[C:10]1[C:5](=[CH:6][CH:7]=[CH:8][CH:9]=1)[CH2:4][C@@H:3]([CH2:11][CH2:12][C:13]([O:15][CH2:16][CH3:17])=[O:14])[CH2:2]2, predict the reactants needed to synthesize it.